This data is from Catalyst prediction with 721,799 reactions and 888 catalyst types from USPTO. The task is: Predict which catalyst facilitates the given reaction. (1) Reactant: [C:1]([C:3]1[CH:4]=[C:5]([CH:15]=[CH:16][CH:17]=1)[O:6][CH2:7][C:8]([O:10][C:11]([CH3:14])([CH3:13])[CH3:12])=[O:9])#[N:2].[C:18](OC)(=[O:26])[C:19]1[C:20](=[CH:22][CH:23]=[CH:24][CH:25]=1)[SH:21].C(N(CC)CC)C. Product: [O:26]=[C:18]1[C:19]2[CH:25]=[CH:24][CH:23]=[CH:22][C:20]=2[S:21][C:1]([C:3]2[CH:4]=[C:5]([CH:15]=[CH:16][CH:17]=2)[O:6][CH2:7][C:8]([O:10][C:11]([CH3:12])([CH3:13])[CH3:14])=[O:9])=[N:2]1. The catalyst class is: 11. (2) Reactant: [C:1]([OH:6])(=[O:5])[C:2]([CH3:4])=[CH2:3].O.C1(C)C=CC(S(O)(=O)=O)=CC=1.[CH2:19]=[C:20]1[CH:27]2[CH2:28][CH:23]3[CH2:24][CH:25]([CH2:29][CH:21]1[CH2:22]3)[CH2:26]2.[OH-].[Na+]. Product: [C:1]([O:6][C:20]1([CH3:19])[CH:21]2[CH2:29][CH:25]3[CH2:24][CH:23]([CH2:28][CH:27]1[CH2:26]3)[CH2:22]2)(=[O:5])[C:2]([CH3:4])=[CH2:3]. The catalyst class is: 11. (3) Reactant: O.[NH2:2][C:3]1[CH:8]=[C:7]([OH:9])[N:6]=[C:5]([SH:10])[N:4]=1.[OH-].[Na+].[F:13][C:14]1[C:21]([F:22])=[CH:20][CH:19]=[CH:18][C:15]=1[CH2:16]Br. Product: [NH2:2][C:3]1[N:4]=[C:5]([S:10][CH2:16][C:15]2[CH:18]=[CH:19][CH:20]=[C:21]([F:22])[C:14]=2[F:13])[N:6]=[C:7]([OH:9])[CH:8]=1. The catalyst class is: 132. (4) Reactant: [CH2:1]([N:3]([CH2:35][CH3:36])[C:4]([C:6]1[CH:7]=[CH:8][C:9]2[N:10]([CH:22]3[CH2:27][CH2:26][N:25]([CH2:28][C:29]4[CH:34]=[CH:33][CH:32]=[CH:31][CH:30]=4)[CH2:24][CH2:23]3)[C:11]3[C:16]([O:17][C:18]=2[CH:19]=1)=[C:15]([O:20]C)[CH:14]=[CH:13][CH:12]=3)=[O:5])[CH3:2].B(Br)(Br)Br.C([O-])(O)=O.[Na+]. Product: [CH2:35]([N:3]([CH2:1][CH3:2])[C:4]([C:6]1[CH:7]=[CH:8][C:9]2[N:10]([CH:22]3[CH2:27][CH2:26][N:25]([CH2:28][C:29]4[CH:34]=[CH:33][CH:32]=[CH:31][CH:30]=4)[CH2:24][CH2:23]3)[C:11]3[C:16]([O:17][C:18]=2[CH:19]=1)=[C:15]([OH:20])[CH:14]=[CH:13][CH:12]=3)=[O:5])[CH3:36]. The catalyst class is: 2. (5) Product: [CH2:1]([O:3][C:4]1[CH:5]=[CH:6][C:7]([F:21])=[C:8]([C:10]2[CH:15]=[C:14]([CH:16]([CH3:18])[CH3:17])[N:13]=[C:12]([C:19]([O:22][CH3:23])=[O:29])[CH:11]=2)[CH:9]=1)[CH3:2]. The catalyst class is: 33. Reactant: [CH2:1]([O:3][C:4]1[CH:5]=[CH:6][C:7]([F:21])=[C:8]([C:10]2[CH:15]=[C:14]([CH:16]([CH3:18])[CH3:17])[N:13]=[C:12]([C:19]#N)[CH:11]=2)[CH:9]=1)[CH3:2].[O:22]1CCOC[CH2:23]1.C[OH:29]. (6) Product: [CH3:29][N:15]([CH2:14][C@H:11]1[CH2:12][CH2:13][C@H:8]([CH2:7][O:6][CH2:5]/[CH:4]=[CH:3]/[CH2:2][NH:31][CH3:30])[CH2:9][CH2:10]1)[S:16]([C:19]1[CH:24]=[CH:23][C:22]([C:25]([F:28])([F:27])[F:26])=[CH:21][CH:20]=1)(=[O:18])=[O:17]. Reactant: Br[CH2:2]/[CH:3]=[CH:4]/[CH2:5][O:6][CH2:7][C@H:8]1[CH2:13][CH2:12][C@H:11]([CH2:14][N:15]([CH3:29])[S:16]([C:19]2[CH:24]=[CH:23][C:22]([C:25]([F:28])([F:27])[F:26])=[CH:21][CH:20]=2)(=[O:18])=[O:17])[CH2:10][CH2:9]1.[CH3:30][NH2:31]. The catalyst class is: 80.